From a dataset of Catalyst prediction with 721,799 reactions and 888 catalyst types from USPTO. Predict which catalyst facilitates the given reaction. (1) Reactant: CO[C:3]1[CH:11]=[CH:10][CH:9]=[C:8](OC)[C:4]=1[C:5](Cl)=[O:6].C[NH:15]CCC#CC1C=CC=CN=1.CCN(C(C)C)C(C)C. Product: [C:5]([NH2:15])(=[O:6])[C:4]1[CH:8]=[CH:9][CH:10]=[CH:11][CH:3]=1. The catalyst class is: 22. (2) The catalyst class is: 7. Reactant: [NH:1]1[C:5]2[CH:6]=[CH:7][CH:8]=[CH:9][C:4]=2[N:3]=[C:2]1[C:10]([CH:12]1[CH2:15][CH:14]([N:16]2[C:20]3=[N:21][CH:22]=[CH:23][CH:24]=[C:19]3[N:18]=[C:17]2[O:25][CH3:26])[CH2:13]1)=[O:11].[BH4-].[Na+]. Product: [NH:1]1[C:5]2[CH:6]=[CH:7][CH:8]=[CH:9][C:4]=2[N:3]=[C:2]1[CH:10]([CH:12]1[CH2:15][CH:14]([N:16]2[C:20]3=[N:21][CH:22]=[CH:23][CH:24]=[C:19]3[N:18]=[C:17]2[O:25][CH3:26])[CH2:13]1)[OH:11].